This data is from Catalyst prediction with 721,799 reactions and 888 catalyst types from USPTO. The task is: Predict which catalyst facilitates the given reaction. (1) Reactant: Br[C:2]1[CH:8]=[CH:7][C:6]([N+:9]([O-:11])=[O:10])=[CH:5][C:3]=1[NH2:4].C(N([CH2:17][CH3:18])CC)C.[C:19](#N)C. Product: [N+:9]([C:6]1[CH:7]=[CH:8][C:2]([C:19]#[C:17][CH3:18])=[C:3]([NH2:4])[CH:5]=1)([O-:11])=[O:10]. The catalyst class is: 205. (2) Reactant: [NH2:1][C:2]1[CH:7]=[CH:6][C:5]([N:8]2[C:12]3=[N:13][CH:14]=[N:15][C:16]([NH2:17])=[C:11]3[CH:10]=[N:9]2)=[CH:4][CH:3]=1.[CH3:18][O:19][C:20]1[CH:25]=[CH:24][C:23]([S:26](Cl)(=[O:28])=[O:27])=[CH:22][CH:21]=1.C(N(C(C)C)CC)(C)C.CN(C=O)C. Product: [NH2:17][C:16]1[N:15]=[CH:14][N:13]=[C:12]2[N:8]([C:5]3[CH:6]=[CH:7][C:2]([NH:1][S:26]([C:23]4[CH:22]=[CH:21][C:20]([O:19][CH3:18])=[CH:25][CH:24]=4)(=[O:28])=[O:27])=[CH:3][CH:4]=3)[N:9]=[CH:10][C:11]=12. The catalyst class is: 5. (3) Reactant: [NH2:1][C@H:2]([CH2:10][CH2:11][C:12](=[O:28])[NH:13][CH2:14][CH2:15][O:16][CH2:17][CH2:18][O:19][CH2:20][CH2:21][O:22][CH2:23][CH2:24][N:25]=[N+:26]=[N-:27])[C:3]([O:5][C:6]([CH3:9])([CH3:8])[CH3:7])=[O:4].[C:29]([C:32]1[CH:40]=[CH:40][C:32]([C:29](O)=[O:30])=[C:33](NCCC2C=CC=CC=2)[CH:33]=1)(O)=[O:30].CN(C(ON1N=N[C:60]2[CH:61]=C[CH:63]=[CH:64][C:59]1=2)=[N+](C)C)C.F[P-](F)(F)(F)(F)F.CC[N:76]([CH:80]([CH3:82])[CH3:81])[CH:77](C)C.[C:83]([O:86][CH2:87][CH3:88])(=[O:85])C. Product: [N:25]([CH2:24][CH2:23][O:22][CH2:21][CH2:20][O:19][CH2:18][CH2:17][O:16][CH2:15][CH2:14][NH:13][C:12]([CH2:11][CH2:10][C@H:2]([NH:1][C:29]([C:32]1[CH:40]=[CH:81][C:80]([N:76]([C:83]([O:86][CH2:87][C:88]2[CH:63]=[CH:64][CH:59]=[CH:60][CH:61]=2)=[O:85])[CH3:77])=[CH:82][CH:33]=1)=[O:30])[C:3]([O:5][C:6]([CH3:7])([CH3:8])[CH3:9])=[O:4])=[O:28])=[N+:26]=[N-:27]. The catalyst class is: 3. (4) Reactant: C([O:4][C:5](=[O:7])[CH3:6])(=O)C.C([O-])=O.[Na+].CCN(C(C)C)C(C)C.[Cl:21][C:22]1[CH:23]=[C:24]([N:30]2[C:34](=[O:35])[C@:33]([CH2:37][C:38]3[CH:45]=[CH:44][C:41]([C:42]#[N:43])=[CH:40][CH:39]=3)([CH3:36])[N:32]3C(I)=[CH:47][N:48]=[C:31]23)[CH:25]=[C:26]([Cl:29])[C:27]=1[F:28].[Li+].[Cl-]. Product: [C:42]([C:41]1[CH:40]=[CH:39][C:38]([CH2:37][C@@:33]2([CH3:36])[N:32]3[C:6]([C:5]([OH:4])=[O:7])=[CH:47][N:48]=[C:31]3[N:30]([C:24]3[CH:23]=[C:22]([Cl:21])[C:27]([F:28])=[C:26]([Cl:29])[CH:25]=3)[C:34]2=[O:35])=[CH:45][CH:44]=1)#[N:43]. The catalyst class is: 416.